Predict the reactants needed to synthesize the given product. From a dataset of Full USPTO retrosynthesis dataset with 1.9M reactions from patents (1976-2016). (1) Given the product [CH2:66]([O:65][C:62](=[O:64])[CH2:63][O:8][C@H:9]1[CH2:10][CH2:11][C@H:12]([N:15]2[C:20](=[O:21])[C:19]([CH2:22][C:23]3[CH:28]=[CH:27][C:26]([C:29]4[CH:34]=[CH:33][CH:32]=[CH:31][C:30]=4[C:35]#[N:36])=[CH:25][CH:24]=3)=[C:18]([CH2:37][CH2:38][CH3:39])[N:17]3[N:40]=[CH:41][C:42]([F:43])=[C:16]23)[CH2:13][CH2:14]1)[CH3:67], predict the reactants needed to synthesize it. The reactants are: [Si]([O:8][C@H:9]1[CH2:14][CH2:13][C@H:12]([N:15]2[C:20](=[O:21])[C:19]([CH2:22][C:23]3[CH:28]=[CH:27][C:26]([C:29]4[C:30]([C:35]#[N:36])=[CH:31][CH:32]=[CH:33][CH:34]=4)=[CH:25][CH:24]=3)=[C:18]([CH2:37][CH2:38][CH3:39])[N:17]3[N:40]=[CH:41][C:42]([F:43])=[C:16]23)[CH2:11][CH2:10]1)(C(C)(C)C)(C)C.[F-].C([N+](CCCC)(CCCC)CCCC)CCC.[C:62]([O:65][CH2:66][CH3:67])(=[O:64])[CH3:63].[Cl-].[NH4+]. (2) Given the product [CH3:22][O:15][C:14](=[O:16])[C@@H:13]1[CH2:17][CH2:18][CH2:19][N:12]1[S:9]([C:4]1[CH:5]=[C:6]([Cl:8])[CH:7]=[C:2]([Cl:1])[CH:3]=1)(=[O:10])=[O:11], predict the reactants needed to synthesize it. The reactants are: [Cl:1][C:2]1[CH:3]=[C:4]([S:9]([N:12]2[CH2:19][CH2:18][CH2:17][C@H:13]2[C:14]([OH:16])=[O:15])(=[O:11])=[O:10])[CH:5]=[C:6]([Cl:8])[CH:7]=1.[Li+].[OH-].[CH3:22]O. (3) The reactants are: [C:1]([C:3]1[C:4]([N:16]2[CH2:19][CH:18]([C:20](O)=[O:21])[CH2:17]2)=[N:5][C:6]([CH2:14][F:15])=[C:7]([C:9]([O:11][CH2:12][CH3:13])=[O:10])[CH:8]=1)#[N:2].[CH3:23][C:24]1[CH:25]=[C:26]([CH2:30][S:31]([NH2:34])(=[O:33])=[O:32])[CH:27]=[CH:28][CH:29]=1. Given the product [C:1]([C:3]1[C:4]([N:16]2[CH2:17][CH:18]([C:20]([NH:34][S:31]([CH2:30][C:26]3[CH:27]=[CH:28][CH:29]=[C:24]([CH3:23])[CH:25]=3)(=[O:32])=[O:33])=[O:21])[CH2:19]2)=[N:5][C:6]([CH2:14][F:15])=[C:7]([CH:8]=1)[C:9]([O:11][CH2:12][CH3:13])=[O:10])#[N:2], predict the reactants needed to synthesize it. (4) Given the product [C:1]([Cl:4])(=[O:2])[O:18][CH2:17][C:16]1[CH:19]=[CH:20][CH:21]=[CH:22][C:15]=1[N+:12]([O-:14])=[O:13], predict the reactants needed to synthesize it. The reactants are: [C:1]([Cl:4])(Cl)=[O:2].C1(C)C=CC=CC=1.[N+:12]([C:15]1[CH:22]=[CH:21][CH:20]=[CH:19][C:16]=1[CH2:17][OH:18])([O-:14])=[O:13]. (5) Given the product [Br:39][CH2:20][C:10]1[C:11]([C:13]([O:15][C:16]([CH3:17])([CH3:19])[CH3:18])=[O:14])=[CH:12][N:8]([C:3]2[CH:4]=[CH:5][CH:6]=[CH:7][C:2]=2[F:1])[N:9]=1, predict the reactants needed to synthesize it. The reactants are: [F:1][C:2]1[CH:7]=[CH:6][CH:5]=[CH:4][C:3]=1[N:8]1[CH:12]=[C:11]([C:13]([O:15][C:16]([CH3:19])([CH3:18])[CH3:17])=[O:14])[C:10]([CH3:20])=[N:9]1.C(OOC(=O)C1C=CC=CC=1)(=O)C1C=CC=CC=1.[Br:39]N1C(=O)CCC1=O.